Dataset: Catalyst prediction with 721,799 reactions and 888 catalyst types from USPTO. Task: Predict which catalyst facilitates the given reaction. (1) Reactant: [CH3:1][C:2]1[N:3]([C:8]2[N:13]=[C:12]([CH3:14])[C:11]([OH:15])=[C:10]([CH3:16])[N:9]=2)[C:4]([CH3:7])=[CH:5][CH:6]=1.[H-].[Na+].[CH2:19](Br)[C:20]1[CH:25]=[CH:24][CH:23]=[CH:22][CH:21]=1.O. Product: [CH3:1][C:2]1[N:3]([C:8]2[N:9]=[C:10]([CH3:16])[C:11]([O:15][CH2:19][C:20]3[CH:25]=[CH:24][CH:23]=[CH:22][CH:21]=3)=[C:12]([CH3:14])[N:13]=2)[C:4]([CH3:7])=[CH:5][CH:6]=1. The catalyst class is: 1. (2) Reactant: C(O[C:4](=[O:19])[CH:5]([N:9]1[C:13]([CH3:14])=[N:12][C:11]([C:15]([F:18])([F:17])[F:16])=[N:10]1)[C:6](=O)[CH3:7])C.[NH2:20][NH2:21]. Product: [CH3:7][C:6]1[C:5]([N:9]2[C:13]([CH3:14])=[N:12][C:11]([C:15]([F:16])([F:17])[F:18])=[N:10]2)=[C:4]([OH:19])[NH:20][N:21]=1. The catalyst class is: 14. (3) Reactant: C[O:2][C:3](=[O:25])[C:4]1[CH:13]=[C:12]([O:14][CH2:15][CH2:16][C:17]2[CH:22]=[CH:21][C:20]([Cl:23])=[CH:19][C:18]=2[Cl:24])[CH:11]=[C:6]([C:7]([O:9]C)=[O:8])[CH:5]=1.O.O.[OH-].[Li+].Cl. Product: [Cl:24][C:18]1[CH:19]=[C:20]([Cl:23])[CH:21]=[CH:22][C:17]=1[CH2:16][CH2:15][O:14][C:12]1[CH:11]=[C:6]([C:7]([OH:9])=[O:8])[CH:5]=[C:4]([CH:13]=1)[C:3]([OH:25])=[O:2]. The catalyst class is: 5. (4) Reactant: [F:1][C:2]([F:27])([F:26])[C:3]1([NH:6][C:7]([C:9]2[CH:14]=[CH:13][C:12]([N:15]3[CH2:18][C:17]([F:20])([F:19])[CH2:16]3)=[C:11]([O:21][CH2:22][CH:23]3[CH2:25][CH2:24]3)[N:10]=2)=[O:8])[CH2:5][CH2:4]1.[H-].[Na+].I[CH3:31]. Product: [CH3:31][N:6]([C:3]1([C:2]([F:1])([F:26])[F:27])[CH2:4][CH2:5]1)[C:7]([C:9]1[CH:14]=[CH:13][C:12]([N:15]2[CH2:18][C:17]([F:20])([F:19])[CH2:16]2)=[C:11]([O:21][CH2:22][CH:23]2[CH2:24][CH2:25]2)[N:10]=1)=[O:8]. The catalyst class is: 3. (5) Reactant: [CH2:1]([S:7][S:8][CH2:9][C:10]1[O:14][CH:13]=[CH:12][CH:11]=1)[C:2]1[O:6][CH:5]=[CH:4][CH:3]=1.C1C=C(Cl)C=C(C(OO)=[O:23])C=1. Product: [O:14]1[CH:13]=[CH:12][CH:11]=[C:10]1[CH2:9][S:8](=[O:23])[S:7][CH2:1][C:2]1[O:6][CH:5]=[CH:4][CH:3]=1. The catalyst class is: 2. (6) Reactant: [C:1](O[C:1]([O:3][C:4]([CH3:7])([CH3:6])[CH3:5])=[O:2])([O:3][C:4]([CH3:7])([CH3:6])[CH3:5])=[O:2].[Cl:16][C:17]1[CH:18]=[C:19]2[C:23](=[CH:24][CH:25]=1)[NH:22][C:21]([S:26][CH2:27][CH2:28][C:29]([O:31][C:32]([CH3:35])([CH3:34])[CH3:33])=[O:30])=[CH:20]2. Product: [C:32]([O:31][C:29](=[O:30])[CH2:28][CH2:27][S:26][C:21]1[N:22]([C:1]([O:3][C:4]([CH3:7])([CH3:6])[CH3:5])=[O:2])[C:23]2[C:19]([CH:20]=1)=[CH:18][C:17]([Cl:16])=[CH:25][CH:24]=2)([CH3:35])([CH3:34])[CH3:33]. The catalyst class is: 10. (7) Reactant: Br[C:2]1[CH:7]=[CH:6][C:5]([CH:8]2[CH2:11][N:10]([C:12]([C:14]3[CH:15]=[CH:16][C:17]([Cl:33])=[C:18]([NH:20][C:21](=[O:32])[C:22]4[CH:27]=[CH:26][C:25]([NH:28][CH:29]([CH3:31])[CH3:30])=[N:24][CH:23]=4)[CH:19]=3)=[O:13])[CH2:9]2)=[CH:4][CH:3]=1.C([O-])([O-])=O.[Na+].[Na+].[CH:40]1[C:49]2[C:44](=[CH:45][C:46](B(O)O)=[CH:47][CH:48]=2)[CH:43]=[CH:42][N:41]=1.O. Product: [Cl:33][C:17]1[CH:16]=[CH:15][C:14]([C:12]([N:10]2[CH2:11][CH:8]([C:5]3[CH:6]=[CH:7][C:2]([C:46]4[CH:45]=[C:44]5[C:49](=[CH:48][CH:47]=4)[CH:40]=[N:41][CH:42]=[CH:43]5)=[CH:3][CH:4]=3)[CH2:9]2)=[O:13])=[CH:19][C:18]=1[NH:20][C:21](=[O:32])[C:22]1[CH:27]=[CH:26][C:25]([NH:28][CH:29]([CH3:31])[CH3:30])=[N:24][CH:23]=1. The catalyst class is: 184. (8) Reactant: [N:1]1([CH2:6][CH2:7][CH2:8][CH2:9][NH:10][C:11]([C:13]2[CH:18]=[C:17]([O:19][C:20]3[CH:25]=[CH:24][C:23]([OH:26])=[C:22]([NH2:27])[CH:21]=3)[CH:16]=[CH:15][N:14]=2)=[O:12])[CH2:5][CH2:4][CH2:3][CH2:2]1.[Cl:28][C:29]1[CH:34]=[CH:33][C:32]([N:35]=[C:36]=S)=[CH:31][C:30]=1[C:38]([F:41])([F:40])[F:39].CC#N.C(Cl)CCl. Product: [N:1]1([CH2:6][CH2:7][CH2:8][CH2:9][NH:10][C:11]([C:13]2[CH:18]=[C:17]([O:19][C:20]3[CH:25]=[CH:24][C:23]4[O:26][C:36]([NH:35][C:32]5[CH:33]=[CH:34][C:29]([Cl:28])=[C:30]([C:38]([F:41])([F:39])[F:40])[CH:31]=5)=[N:27][C:22]=4[CH:21]=3)[CH:16]=[CH:15][N:14]=2)=[O:12])[CH2:5][CH2:4][CH2:3][CH2:2]1. The catalyst class is: 705. (9) Reactant: [CH2:1]([N:4]1[C:12](=[O:13])[C:11]2[N:10](COCC[Si](C)(C)C)[C:9]([C:22]3[CH:27]=[CH:26][C:25]([O:28][CH2:29][C:30]#[C:31][C:32]4[CH:37]=[CH:36][C:35]([O:38][C:39]([F:42])([F:41])[F:40])=[CH:34][CH:33]=4)=[CH:24][CH:23]=3)=[N:8][C:7]=2[N:6]([CH2:43][CH2:44][CH3:45])[C:5]1=[O:46])[CH2:2][CH3:3].Cl. Product: [CH2:1]([N:4]1[C:12](=[O:13])[C:11]2[NH:10][C:9]([C:22]3[CH:27]=[CH:26][C:25]([O:28][CH2:29][C:30]#[C:31][C:32]4[CH:33]=[CH:34][C:35]([O:38][C:39]([F:42])([F:41])[F:40])=[CH:36][CH:37]=4)=[CH:24][CH:23]=3)=[N:8][C:7]=2[N:6]([CH2:43][CH2:44][CH3:45])[C:5]1=[O:46])[CH2:2][CH3:3]. The catalyst class is: 8.